The task is: Predict the product of the given reaction.. This data is from Forward reaction prediction with 1.9M reactions from USPTO patents (1976-2016). (1) Given the reactants [CH2:1]([O:3][C:4]([C:6]1[C:10]([CH3:11])=[CH:9][NH:8][C:7]=1[CH2:12][C:13](=O)[NH:14][CH2:15][CH2:16][N:17]([CH2:20][CH3:21])[CH2:18][CH3:19])=[O:5])[CH3:2].O.Cl.[OH-].[Na+], predict the reaction product. The product is: [CH2:1]([O:3][C:4]([C:6]1[C:10]([CH3:11])=[CH:9][NH:8][C:7]=1[CH2:12][CH2:13][NH:14][CH2:15][CH2:16][N:17]([CH2:20][CH3:21])[CH2:18][CH3:19])=[O:5])[CH3:2]. (2) The product is: [CH2:1]([O:3][C:4](=[O:5])[CH2:6][CH2:7][C:8]1[CH:9]=[C:10]2[C:14](=[CH:15][CH:16]=1)[NH:13][C:12]([C:17](=[O:19])[NH:22][CH2:63][CH2:62][CH2:61][CH2:60][CH2:59][CH2:58][C:57](=[O:65])[NH:56][O:55][CH:50]1[CH2:51][CH2:52][CH2:53][CH2:54][O:49]1)=[CH:11]2)[CH3:2]. Given the reactants [CH2:1]([O:3][C:4](/[CH:6]=[CH:7]/[C:8]1[CH:9]=[C:10]2[C:14](=[CH:15][CH:16]=1)[NH:13][C:12]([C:17]([OH:19])=O)=[CH:11]2)=[O:5])[CH3:2].CC[N:22]=C=NCCCN(C)C.Cl.CCN(CC)CC.C1C=CC2N(O)N=NC=2C=1.[O:49]1[CH2:54][CH2:53][CH2:52][CH2:51][CH:50]1[O:55][NH:56][C:57](=[O:65])[CH:58](N)[CH2:59][CH2:60][CH2:61][CH2:62][CH3:63].C(O)(=O)CC(CC(O)=O)(C(O)=O)O, predict the reaction product.